Dataset: NCI-60 drug combinations with 297,098 pairs across 59 cell lines. Task: Regression. Given two drug SMILES strings and cell line genomic features, predict the synergy score measuring deviation from expected non-interaction effect. (1) Drug 1: CC1=C2C(C(=O)C3(C(CC4C(C3C(C(C2(C)C)(CC1OC(=O)C(C(C5=CC=CC=C5)NC(=O)OC(C)(C)C)O)O)OC(=O)C6=CC=CC=C6)(CO4)OC(=O)C)O)C)O. Drug 2: C1CCC(C(C1)N)N.C(=O)(C(=O)[O-])[O-].[Pt+4]. Cell line: TK-10. Synergy scores: CSS=31.1, Synergy_ZIP=-10.2, Synergy_Bliss=-7.32, Synergy_Loewe=-33.2, Synergy_HSA=-1.69. (2) Cell line: M14. Drug 1: C1C(C(OC1N2C=NC3=C(N=C(N=C32)Cl)N)CO)O. Synergy scores: CSS=41.9, Synergy_ZIP=-6.88, Synergy_Bliss=-12.2, Synergy_Loewe=-23.3, Synergy_HSA=-10.4. Drug 2: CCN(CC)CCCC(C)NC1=C2C=C(C=CC2=NC3=C1C=CC(=C3)Cl)OC. (3) Drug 1: C1C(C(OC1N2C=NC3=C(N=C(N=C32)Cl)N)CO)O. Drug 2: CCC(=C(C1=CC=CC=C1)C2=CC=C(C=C2)OCCN(C)C)C3=CC=CC=C3.C(C(=O)O)C(CC(=O)O)(C(=O)O)O. Cell line: U251. Synergy scores: CSS=10.4, Synergy_ZIP=1.97, Synergy_Bliss=7.00, Synergy_Loewe=-13.1, Synergy_HSA=-1.27. (4) Drug 1: CC1=CC2C(CCC3(C2CCC3(C(=O)C)OC(=O)C)C)C4(C1=CC(=O)CC4)C. Drug 2: C1C(C(OC1N2C=NC3=C(N=C(N=C32)Cl)N)CO)O. Cell line: HT29. Synergy scores: CSS=12.8, Synergy_ZIP=-1.23, Synergy_Bliss=7.84, Synergy_Loewe=-4.29, Synergy_HSA=6.30. (5) Drug 1: C1CCC(CC1)NC(=O)N(CCCl)N=O. Drug 2: COC1=C2C(=CC3=C1OC=C3)C=CC(=O)O2. Cell line: RXF 393. Synergy scores: CSS=12.4, Synergy_ZIP=-3.34, Synergy_Bliss=-1.21, Synergy_Loewe=-4.56, Synergy_HSA=-3.63.